Task: Predict the product of the given reaction.. Dataset: Forward reaction prediction with 1.9M reactions from USPTO patents (1976-2016) (1) Given the reactants [CH3:1][O:2][C:3]1[CH:4]=[CH:5][C:6]2[NH:12][C:11](=[O:13])[N:10]([CH:14]3[CH2:19][CH2:18][N:17]([C:20]4[N:25]=[CH:24][N:23]=[C:22]([C:26]([O:28]C)=[O:27])[N:21]=4)[CH2:16][CH2:15]3)[CH2:9][CH2:8][C:7]=2[CH:30]=1.[OH-].[Na+].C1COCC1, predict the reaction product. The product is: [CH3:1][O:2][C:3]1[CH:4]=[CH:5][C:6]2[NH:12][C:11](=[O:13])[N:10]([CH:14]3[CH2:15][CH2:16][N:17]([C:20]4[N:25]=[CH:24][N:23]=[C:22]([C:26]([OH:28])=[O:27])[N:21]=4)[CH2:18][CH2:19]3)[CH2:9][CH2:8][C:7]=2[CH:30]=1. (2) Given the reactants [CH3:1][C@@H:2]1[CH2:7][CH2:6][N:5]([C:8]([O:10][C:11]([CH3:14])([CH3:13])[CH3:12])=[O:9])[CH2:4][C@@H:3]1[C:15]1[N:19]2[C:20]3[CH:26]=[CH:25][N:24](S(C4C=CC(C)=CC=4)(=O)=O)[C:21]=3[N:22]=[CH:23][C:18]2=[CH:17][N:16]=1.[OH-].[Na+], predict the reaction product. The product is: [C:15]1([C@@H:3]2[C@H:2]([CH3:1])[CH2:7][CH2:6][N:5]([C:8]([O:10][C:11]([CH3:12])([CH3:14])[CH3:13])=[O:9])[CH2:4]2)[N:19]2[C:20]3[CH:26]=[CH:25][NH:24][C:21]=3[N:22]=[CH:23][C:18]2=[CH:17][N:16]=1. (3) Given the reactants [CH:1](/[CH2:9][C:10]([OH:12])=O)=[CH:2]\[C:3]1[CH:8]=[CH:7][CH:6]=[CH:5][CH:4]=1.CCN(CC)CC.CN(C(ON1N=NC2C=CC=CC1=2)=[N+](C)C)C.[B-](F)(F)(F)F.C([O-])(=O)C.[O:46]=[C:47]1[C@@H:50]([NH3+:51])[CH2:49][NH:48]1, predict the reaction product. The product is: [O:46]=[C:47]1[C@@H:50]([NH:51][C:10](=[O:12])[CH2:9]/[CH:1]=[CH:2]/[C:3]2[CH:4]=[CH:5][CH:6]=[CH:7][CH:8]=2)[CH2:49][NH:48]1. (4) Given the reactants [CH:1]1([C:7]2[CH:12]=[CH:11][C:10]([OH:13])=[CH:9][CH:8]=2)[CH2:6][CH2:5][CH2:4][CH2:3][CH2:2]1.Cl[C:15]1[C:20]([CH3:21])=[CH:19][C:18]([N+:22]([O-:24])=[O:23])=[C:17]([CH3:25])[CH:16]=1.C(=O)([O-])[O-].[K+].[K+], predict the reaction product. The product is: [CH:1]1([C:7]2[CH:8]=[CH:9][C:10]([O:13][C:15]3[C:20]([CH3:21])=[CH:19][C:18]([N+:22]([O-:24])=[O:23])=[C:17]([CH3:25])[CH:16]=3)=[CH:11][CH:12]=2)[CH2:2][CH2:3][CH2:4][CH2:5][CH2:6]1. (5) Given the reactants [F:1][C:2]1[CH:7]=[C:6]([F:8])[CH:5]=[CH:4][C:3]=1[C:9]([OH:34])([CH2:28][N:29]1[CH:33]=[N:32][N:31]=[N:30]1)[C:10]([C:13]1[N:18]=[CH:17][C:16]([O:19][C:20]2[CH:27]=[CH:26][C:23]([CH:24]=O)=[CH:22][N:21]=2)=[CH:15][CH:14]=1)([F:12])[F:11].Cl.[CH3:36][O:37][NH2:38].N#N, predict the reaction product. The product is: [CH3:36][O:37]/[N:38]=[CH:24]/[C:23]1[CH:26]=[CH:27][C:20]([O:19][C:16]2[CH:17]=[N:18][C:13]([C:10]([F:12])([F:11])[C:9]([C:3]3[CH:4]=[CH:5][C:6]([F:8])=[CH:7][C:2]=3[F:1])([OH:34])[CH2:28][N:29]3[CH:33]=[N:32][N:31]=[N:30]3)=[CH:14][CH:15]=2)=[N:21][CH:22]=1.